Dataset: Forward reaction prediction with 1.9M reactions from USPTO patents (1976-2016). Task: Predict the product of the given reaction. (1) Given the reactants Br[C:2]1[CH:3]=[C:4]([CH2:8][C:9]([O:11][CH2:12][CH3:13])=[O:10])[CH:5]=[CH:6][CH:7]=1.[CH2:14]([O:16][P:17]([O-:21])[O:18][CH2:19][CH3:20])[CH3:15].C(N(CC)CC)C, predict the reaction product. The product is: [CH2:14]([O:16][P:17]([C:2]1[CH:3]=[C:4]([CH2:8][C:9]([O:11][CH2:12][CH3:13])=[O:10])[CH:5]=[CH:6][CH:7]=1)([O:18][CH2:19][CH3:20])=[O:21])[CH3:15]. (2) Given the reactants Cl[C:2]1[CH:7]=[CH:6][N:5]=[C:4]([C:8]#[N:9])[CH:3]=1.C(=O)([O-])[O-].[Cs+].[Cs+].[F:16][C:17]([F:28])([F:27])[C:18]1[CH:23]=[CH:22][C:21](B(O)O)=[CH:20][CH:19]=1, predict the reaction product. The product is: [F:16][C:17]([F:28])([F:27])[C:18]1[CH:23]=[CH:22][C:21]([C:2]2[CH:7]=[CH:6][N:5]=[C:4]([C:8]#[N:9])[CH:3]=2)=[CH:20][CH:19]=1. (3) Given the reactants C(O[BH-](OC(=O)C)OC(=O)C)(=O)C.[Na+].Cl.Cl.[N:17]12[CH2:24][CH2:23][CH:20]([CH2:21][CH2:22]1)[C@H:19]([NH2:25])[CH2:18]2.[F:26][C:27]([F:37])([F:36])[C:28]1[CH:35]=[CH:34][CH:33]=[CH:32][C:29]=1[CH:30]=O.[OH-].[Na+], predict the reaction product. The product is: [F:26][C:27]([F:36])([F:37])[C:28]1[CH:35]=[CH:34][CH:33]=[CH:32][C:29]=1[CH2:30][NH:25][C@H:19]1[CH:20]2[CH2:23][CH2:24][N:17]([CH2:22][CH2:21]2)[CH2:18]1. (4) The product is: [N:32]1[C:33]2[C:38](=[CH:37][CH:36]=[CH:35][CH:34]=2)[CH:39]=[C:30]([NH:29][C:16]([CH:13]2[CH2:12][CH2:11][N:10]([C:8]3[CH:7]=[CH:6][C:5]4[S:1][CH:2]=[N:3][C:4]=4[CH:9]=3)[CH2:15][CH2:14]2)=[O:18])[N:31]=1. Given the reactants [S:1]1[C:5]2[CH:6]=[CH:7][C:8]([N:10]3[CH2:15][CH2:14][CH:13]([C:16]([OH:18])=O)[CH2:12][CH2:11]3)=[CH:9][C:4]=2[N:3]=[CH:2]1.BrC1C=CC2SC=NC=2C=1.[NH2:29][C:30]1[N:31]=[N:32][C:33]2[C:38]([CH:39]=1)=[CH:37][CH:36]=[CH:35][CH:34]=2, predict the reaction product. (5) Given the reactants O[CH2:2][C:3]1[CH:8]=[CH:7][C:6]([O:9][C:10](=[O:19])[N:11]([CH3:18])[C:12]2[CH:17]=[CH:16][CH:15]=[CH:14][CH:13]=2)=[CH:5][CH:4]=1.[OH:20][C:21]1[CH:26]=[CH:25][N:24]=[CH:23][CH:22]=1, predict the reaction product. The product is: [O:20]=[C:21]1[CH:26]=[CH:25][N:24]([CH2:2][C:3]2[CH:8]=[CH:7][C:6]([O:9][C:10](=[O:19])[N:11]([CH3:18])[C:12]3[CH:17]=[CH:16][CH:15]=[CH:14][CH:13]=3)=[CH:5][CH:4]=2)[CH:23]=[CH:22]1. (6) Given the reactants [C:1](=[O:7])=[N:2][S:3](Cl)(=[O:5])=[O:4].[CH3:8][C:9]([OH:12])([CH3:11])[CH3:10].[CH3:13][C:14]([C:17]1[CH:22]=[CH:21][C:20]([C:23]2[C:31]3[C:26](=[CH:27][CH:28]=[CH:29][CH:30]=3)[N:25]([CH2:32][C:33]3[CH:38]=[CH:37][CH:36]=[C:35]([N:39]4[CH2:44][CH2:43][NH:42][CH2:41][CH2:40]4)[CH:34]=3)[C:24]=2[C:45]([O:47]CC2C=CC=CC=2)=[O:46])=[CH:19][CH:18]=1)([CH3:16])[CH3:15], predict the reaction product. The product is: [CH3:8][C:9]([O:12][C:1]([NH:2][S:3]([N:42]1[CH2:43][CH2:44][N:39]([C:35]2[CH:34]=[C:33]([CH2:32][N:25]3[C:26]4[C:31](=[CH:30][CH:29]=[CH:28][CH:27]=4)[C:23]([C:20]4[CH:19]=[CH:18][C:17]([C:14]([CH3:15])([CH3:16])[CH3:13])=[CH:22][CH:21]=4)=[C:24]3[C:45]([OH:47])=[O:46])[CH:38]=[CH:37][CH:36]=2)[CH2:40][CH2:41]1)(=[O:5])=[O:4])=[O:7])([CH3:11])[CH3:10]. (7) Given the reactants [O:1]1[CH2:6][CH2:5][CH:4]([C:7]#[N:8])[CH2:3][CH2:2]1.[Li+].[CH3:10][Si]([N-][Si](C)(C)C)(C)C.IC, predict the reaction product. The product is: [CH3:10][C:4]1([C:7]#[N:8])[CH2:5][CH2:6][O:1][CH2:2][CH2:3]1. (8) Given the reactants [CH2:1]([C:6]1[CH:13]=[CH:12][C:9]([CH2:10][NH2:11])=[CH:8][CH:7]=1)[CH2:2][CH2:3][CH2:4][CH3:5].Cl[CH2:15][C:16]1[N:17]=[C:18]([C:21]2[CH:29]=[CH:28][C:24]([C:25](Cl)=[O:26])=[CH:23][CH:22]=2)[S:19][CH:20]=1.[O:30]([CH2:37][C:38](Cl)=[O:39])[C:31]1[CH:36]=[CH:35][CH:34]=[CH:33][CH:32]=1.[NH2:41][C:42]1[CH:54]=[CH:53][C:45]2[O:46]C(C)(C)[O:48][C:49](=[O:50])[C:44]=2[CH:43]=1, predict the reaction product. The product is: [OH:46][C:45]1[CH:53]=[CH:54][C:42]([N:41]([CH2:15][C:16]2[N:17]=[C:18]([C:21]3[CH:29]=[CH:28][C:24]([C:25]([NH:11][CH2:10][C:9]4[CH:12]=[CH:13][C:6]([CH2:1][CH2:2][CH2:3][CH2:4][CH3:5])=[CH:7][CH:8]=4)=[O:26])=[CH:23][CH:22]=3)[S:19][CH:20]=2)[C:38](=[O:39])[CH2:37][O:30][C:31]2[CH:36]=[CH:35][CH:34]=[CH:33][CH:32]=2)=[CH:43][C:44]=1[C:49]([OH:50])=[O:48]. (9) Given the reactants [Cl:1][CH2:2][CH2:3][CH2:4][O:5][C:6]1[CH:16]=[CH:15][C:9]([C:10]([O:12][CH2:13][CH3:14])=[O:11])=[CH:8][C:7]=1[O:17][CH3:18].[N+:19]([O-])([OH:21])=[O:20], predict the reaction product. The product is: [Cl:1][CH2:2][CH2:3][CH2:4][O:5][C:6]1[CH:16]=[CH:15][C:9]([C:10]([O:12][CH2:13][CH3:14])=[O:11])=[C:8]([N+:19]([O-:21])=[O:20])[C:7]=1[O:17][CH3:18]. (10) Given the reactants [CH3:1][O:2][C:3]1[CH:8]=[CH:7][C:6]([CH3:9])=[CH:5][C:4]=1B(O)O.I[C:14]1[N:19]=[C:18]([NH2:20])[N:17]=[C:16]([NH:21][CH3:22])[CH:15]=1, predict the reaction product. The product is: [CH3:1][O:2][C:3]1[CH:8]=[CH:7][C:6]([CH3:9])=[CH:5][C:4]=1[C:14]1[N:19]=[C:18]([NH2:20])[N:17]=[C:16]([NH:21][CH3:22])[CH:15]=1.